Dataset: Reaction yield outcomes from USPTO patents with 853,638 reactions. Task: Predict the reaction yield, written as a fraction of the theoretical maximum amount of product (1.0 means a 100% yield; for example, 0.34 means a 34% yield). (1) The reactants are [CH2:1]([C:3]1[C:8](=[O:9])[N:7]2[N:10]=[CH:11][C:12]([C:13]3[O:17][N:16]=[C:15]([C:18]([O-])=[O:19])[N:14]=3)=[C:6]2[NH:5][C:4]=1[CH3:21])[CH3:2].[OH-].[NH4+:23]. No catalyst specified. The product is [CH2:1]([C:3]1[C:8](=[O:9])[N:7]2[N:10]=[CH:11][C:12]([C:13]3[O:17][N:16]=[C:15]([C:18]([NH2:23])=[O:19])[N:14]=3)=[C:6]2[NH:5][C:4]=1[CH3:21])[CH3:2]. The yield is 0.140. (2) The reactants are C[O:2][C:3]([C:5]1[CH:10]=[CH:9][C:8](=[O:11])[NH:7][C:6]=1[NH:12][C:13]1[CH:18]=[CH:17][C:16]([Br:19])=[CH:15][C:14]=1[F:20])=[O:4].COC(=O)C1C=CC(OC)=NC=1NC1C=CC(Br)=CC=1F.C(O)(=O)C.Br. The catalyst is CCOC(C)=O. The product is [Br:19][C:16]1[CH:17]=[CH:18][C:13]([NH:12][C:6]2[NH:7][C:8](=[O:11])[CH:9]=[CH:10][C:5]=2[C:3]([OH:4])=[O:2])=[C:14]([F:20])[CH:15]=1. The yield is 0.790. (3) The reactants are [CH3:1][C:2]1[CH2:6][CH:5]([CH2:7][O:8][C@H:9]2[CH2:14][CH2:13][C@H:12]([N:15]3[C:20](=[O:21])[C:19]([CH2:22][C:23]4[CH:28]=[CH:27][C:26]([C:29]5[C:30]([C:35]#[N:36])=[CH:31][CH:32]=[CH:33][CH:34]=5)=[CH:25][CH:24]=4)=[C:18]([CH2:37][CH2:38][CH3:39])[N:17]4[N:40]=[CH:41][N:42]=[C:16]34)[CH2:11][CH2:10]2)[O:4][N:3]=1.C([Sn](=O)CCCC)CCC.[N:53]([Si](C)(C)C)=[N+:54]=[N-:55].C1(C)C=CC=CC=1. The catalyst is C(OCC)(=O)C. The product is [CH3:1][C:2]1[CH2:6][CH:5]([CH2:7][O:8][C@H:9]2[CH2:14][CH2:13][C@H:12]([N:15]3[C:20](=[O:21])[C:19]([CH2:22][C:23]4[CH:28]=[CH:27][C:26]([C:29]5[CH:34]=[CH:33][CH:32]=[CH:31][C:30]=5[C:35]5[NH:55][N:54]=[N:53][N:36]=5)=[CH:25][CH:24]=4)=[C:18]([CH2:37][CH2:38][CH3:39])[N:17]4[N:40]=[CH:41][N:42]=[C:16]34)[CH2:11][CH2:10]2)[O:4][N:3]=1. The yield is 0.350. (4) The reactants are [CH3:1][CH:2]([C:6](=O)[CH3:7])[C:3](=O)[CH3:4].[NH2:9][C:10]1[CH:14]=[C:13]([CH3:15])[NH:12][N:11]=1. The catalyst is C(O)(=O)C. The product is [CH3:15][C:13]1[CH:14]=[C:10]2[N:9]=[C:3]([CH3:4])[C:2]([CH3:1])=[C:6]([CH3:7])[N:11]2[N:12]=1. The yield is 0.857. (5) The reactants are [C:1]([O:5][C:6]([N:8]1[CH2:13][CH2:12][CH:11]([CH2:14][NH:15][C:16](=[O:29])[CH2:17][NH:18]C(OCC2C=CC=CC=2)=O)[CH2:10][CH2:9]1)=[O:7])([CH3:4])([CH3:3])[CH3:2]. The catalyst is CO.C(O)(=O)C.O.[Pd]. The product is [C:1]([O:5][C:6]([N:8]1[CH2:13][CH2:12][CH:11]([CH2:14][NH:15][C:16](=[O:29])[CH2:17][NH2:18])[CH2:10][CH2:9]1)=[O:7])([CH3:4])([CH3:2])[CH3:3]. The yield is 0.640. (6) The catalyst is C1COCC1. The product is [I:1][C:2]1[CH:10]=[CH:9][C:5]2[NH:14][C:17](=[O:26])[O:11][C:4]=2[CH:3]=1. The reactants are [I:1][C:2]1[CH:3]=[C:4]([OH:11])[C:5](=[CH:9][CH:10]=1)C(O)=O.CC[N:14]([CH2:17]C)CC.C1C=CC(P(N=[N+]=[N-])(C2C=CC=CC=2)=[O:26])=CC=1.CCOCC. The yield is 0.370. (7) The reactants are C([O:4][C@@H:5]1[C@@H:10]([CH3:11])[CH2:9][C@@H:8]([C:12]2[CH:17]=[CH:16][N:15]=[CH:14][C:13]=2[NH2:18])[CH2:7][C@H:6]1[NH:19][C:20]([O:22][C:23](C)([CH3:25])[CH3:24])=[O:21])(=O)C.[CH3:27][C:28]([O:31][C:32](O[C:32]([O:31][C:28]([CH3:30])([CH3:29])[CH3:27])=[O:33])=[O:33])([CH3:30])[CH3:29].[C:42]([O-])([O-])=O.[K+].[K+]. The catalyst is O1CCOCC1. The product is [C:28]([O:31][C:32]([NH:18][C:13]1[CH:14]=[N:15][CH:16]=[CH:17][C:12]=1[C@H:8]1[CH2:7][C@@H:6]([NH:19][C:20](=[O:21])[O:22][C:23]([CH3:25])([CH3:24])[CH3:42])[C@H:5]([OH:4])[C@@H:10]([CH3:11])[CH2:9]1)=[O:33])([CH3:30])([CH3:29])[CH3:27]. The yield is 0.850.